The task is: Predict the reactants needed to synthesize the given product.. This data is from Full USPTO retrosynthesis dataset with 1.9M reactions from patents (1976-2016). (1) Given the product [F:17][C:4]1[CH:3]=[C:2]([C:22]2[CH:23]=[CH:24][C:19]([F:18])=[CH:20][CH:21]=2)[C:10]2[N:9]3[CH2:11][CH2:12][NH:13][C:14](=[O:15])[C:8]3=[C:7]([CH3:16])[C:6]=2[CH:5]=1, predict the reactants needed to synthesize it. The reactants are: Br[C:2]1[C:10]2[N:9]3[CH2:11][CH2:12][NH:13][C:14](=[O:15])[C:8]3=[C:7]([CH3:16])[C:6]=2[CH:5]=[C:4]([F:17])[CH:3]=1.[F:18][C:19]1[CH:24]=[CH:23][C:22](B(O)O)=[CH:21][CH:20]=1. (2) Given the product [C:22]([N:25]1[C:33]2[C:28](=[CH:29][CH:30]=[CH:31][CH:32]=2)[C:27]([CH2:34][NH:20][CH:16]2[CH2:17][CH2:18][CH2:19][CH:14]([NH:13][C:8]3[CH:7]=[C:6]([CH3:21])[C:5]4[C:10](=[CH:11][CH:12]=[C:3]([O:2][CH3:1])[CH:4]=4)[N:9]=3)[CH2:15]2)=[CH:26]1)(=[O:24])[CH3:23], predict the reactants needed to synthesize it. The reactants are: [CH3:1][O:2][C:3]1[CH:4]=[C:5]2[C:10](=[CH:11][CH:12]=1)[N:9]=[C:8]([NH:13][CH:14]1[CH2:19][CH2:18][CH2:17][CH:16]([NH2:20])[CH2:15]1)[CH:7]=[C:6]2[CH3:21].[C:22]([N:25]1[C:33]2[C:28](=[CH:29][CH:30]=[CH:31][CH:32]=2)[C:27]([CH:34]=O)=[CH:26]1)(=[O:24])[CH3:23].C([BH3-])#N.[Na+]. (3) Given the product [N:18]1([O:17][C:39]2[C:40]3[N:18]=[CH:19][CH:20]=[CH:21][C:41]=3[N:42]=[CH:37][N:38]=2)[C:19]2[CH:24]=[CH:23][CH:22]=[CH:21][C:20]=2[N:25]=[N:26]1, predict the reactants needed to synthesize it. The reactants are: C1CN([P+]([O:17][N:18]2[N:26]=[N:25][C:20]3[CH:21]=[CH:22][CH:23]=[CH:24][C:19]2=3)(N2CCCC2)N2CCCC2)CC1.F[P-](F)(F)(F)(F)F.C1CC[N:42]2[C:37](=[N:38][CH2:39][CH2:40][CH2:41]2)CC1. (4) Given the product [NH2:22][CH2:18][C:15]1[C:16]([F:17])=[C:11]([O:10][C:8]2[CH:7]=[C:4]([CH:3]=[C:2]([Cl:1])[CH:9]=2)[C:5]#[N:6])[C:12]([Br:21])=[C:13]([Br:20])[CH:14]=1, predict the reactants needed to synthesize it. The reactants are: [Cl:1][C:2]1[CH:3]=[C:4]([CH:7]=[C:8]([O:10][C:11]2[C:16]([F:17])=[C:15]([CH2:18]Br)[CH:14]=[C:13]([Br:20])[C:12]=2[Br:21])[CH:9]=1)[C:5]#[N:6].[NH3:22].CO.